From a dataset of Full USPTO retrosynthesis dataset with 1.9M reactions from patents (1976-2016). Predict the reactants needed to synthesize the given product. (1) Given the product [Cl:1][C:2]1[C:3]2[S:13][CH:12]=[CH:11][C:4]=2[N:5]=[C:6]([C:8]([C:18]2[CH:19]=[CH:20][C:15]([F:14])=[CH:16][CH:17]=2)=[O:10])[N:7]=1, predict the reactants needed to synthesize it. The reactants are: [Cl:1][C:2]1[C:3]2[S:13][CH:12]=[CH:11][C:4]=2[N:5]=[C:6]([C:8]([O-:10])=O)[N:7]=1.[F:14][C:15]1[CH:20]=[CH:19][C:18]([Mg]Br)=[CH:17][CH:16]=1. (2) Given the product [F:1][C:2]1[CH:7]=[CH:6][CH:5]=[C:4]([F:8])[C:3]=1[N:9]1[C:14]2[N:15]=[C:16]([NH:39][CH2:40][CH2:41][NH:42][CH3:43])[N:17]=[C:18]([C:19]3[CH:20]=[C:21]([NH:26][C:27]([C:29]4[S:30][CH:31]=[CH:32][CH:33]=4)=[O:28])[CH:22]=[CH:23][C:24]=3[CH3:25])[C:13]=2[CH:12]=[CH:11][C:10]1=[O:38], predict the reactants needed to synthesize it. The reactants are: [F:1][C:2]1[CH:7]=[CH:6][CH:5]=[C:4]([F:8])[C:3]=1[N:9]1[C:14]2[N:15]=[C:16](S(C)(=O)=O)[N:17]=[C:18]([C:19]3[CH:20]=[C:21]([NH:26][C:27]([C:29]4[S:30][CH:31]=[CH:32][CH:33]=4)=[O:28])[CH:22]=[CH:23][C:24]=3[CH3:25])[C:13]=2[CH:12]=[CH:11][C:10]1=[O:38].[NH2:39][CH2:40][CH2:41][N:42](C)[C:43](=O)OC(C)(C)C. (3) Given the product [F:3][C:4]([F:24])([CH:7]([F:23])[O:8][C:9]([F:22])([F:21])[C:10]([F:19])([F:20])[C:11]([F:17])([F:18])[O:12][C:13]([F:14])([F:15])[F:16])[C:5]([OH:29])=[O:6], predict the reactants needed to synthesize it. The reactants are: [K+].[Br-].[F:3][C:4]([F:24])([CH:7]([F:23])[O:8][C:9]([F:22])([F:21])[C:10]([F:20])([F:19])[C:11]([F:18])([F:17])[O:12][C:13]([F:16])([F:15])[F:14])[CH2:5][OH:6].[O-]Cl.[Na+].S(=O)(=O)(O)[OH:29].